Dataset: Peptide-MHC class II binding affinity with 134,281 pairs from IEDB. Task: Regression. Given a peptide amino acid sequence and an MHC pseudo amino acid sequence, predict their binding affinity value. This is MHC class II binding data. (1) The peptide sequence is WVAWRNRCKGTD. The binding affinity (normalized) is 0.676. The MHC is H-2-IEd with pseudo-sequence H-2-IEd. (2) The peptide sequence is NYEQQEQASQQILSS. The MHC is DRB1_0401 with pseudo-sequence DRB1_0401. The binding affinity (normalized) is 0.212. (3) The peptide sequence is CSRIIPARARVECFD. The MHC is DRB1_0101 with pseudo-sequence DRB1_0101. The binding affinity (normalized) is 0.783. (4) The peptide sequence is AQGYQQLSQQMMTAF. The MHC is DRB1_1501 with pseudo-sequence DRB1_1501. The binding affinity (normalized) is 0.178. (5) The peptide sequence is KFLANVSTVLTGKYR. The MHC is DRB1_1201 with pseudo-sequence DRB1_1201. The binding affinity (normalized) is 0.488. (6) The peptide sequence is LRGLLSTFIAALMGA. The MHC is DRB1_0404 with pseudo-sequence DRB1_0404. The binding affinity (normalized) is 0.570. (7) The peptide sequence is NSFQIEEFGTGVFTT. The MHC is DRB1_0701 with pseudo-sequence DRB1_0701. The binding affinity (normalized) is 0.391. (8) The peptide sequence is QEPFKNLKTGKYAKM. The MHC is HLA-DPA10103-DPB10301 with pseudo-sequence HLA-DPA10103-DPB10301. The binding affinity (normalized) is 0.188.